From a dataset of Catalyst prediction with 721,799 reactions and 888 catalyst types from USPTO. Predict which catalyst facilitates the given reaction. Reactant: [Cl:1][C:2]1[C:11]2[C:6](=[CH:7][CH:8]=[C:9]([C:12]([CH:14]3[CH2:17][N:16]([C:18]([O:20][C:21]([CH3:24])([CH3:23])[CH3:22])=[O:19])[CH2:15]3)=[O:13])[CH:10]=2)[N:5]=[C:4]([O:25][CH3:26])[C:3]=1[CH2:27][C:28]1[CH:33]=[CH:32][C:31]([C:34]([F:37])([F:36])[F:35])=[CH:30][CH:29]=1.[CH2:38]([Mg]Br)[CH3:39]. Product: [C:21]([O:20][C:18]([N:16]1[CH2:17][CH:14]([C:12]([C:9]2[CH:10]=[C:11]3[C:6](=[CH:7][CH:8]=2)[N:5]=[C:4]([O:25][CH3:26])[C:3]([CH2:27][C:28]2[CH:33]=[CH:32][C:31]([C:34]([F:36])([F:35])[F:37])=[CH:30][CH:29]=2)=[C:2]3[Cl:1])([OH:13])[CH2:38][CH3:39])[CH2:15]1)=[O:19])([CH3:22])([CH3:24])[CH3:23]. The catalyst class is: 1.